Dataset: Peptide-MHC class I binding affinity with 185,985 pairs from IEDB/IMGT. Task: Regression. Given a peptide amino acid sequence and an MHC pseudo amino acid sequence, predict their binding affinity value. This is MHC class I binding data. (1) The peptide sequence is PFLLAQFTSA. The MHC is Patr-A0101 with pseudo-sequence Patr-A0101. The binding affinity (normalized) is 0.0335. (2) The peptide sequence is ITAEAAGRRL. The MHC is Patr-B0101 with pseudo-sequence Patr-B0101. The binding affinity (normalized) is 0.573. (3) The binding affinity (normalized) is 0. The MHC is HLA-A23:01 with pseudo-sequence HLA-A23:01. The peptide sequence is KPFNNILDL. (4) The peptide sequence is CWFADKNLI. The MHC is HLA-A23:01 with pseudo-sequence HLA-A23:01. The binding affinity (normalized) is 0.481.